Dataset: Catalyst prediction with 721,799 reactions and 888 catalyst types from USPTO. Task: Predict which catalyst facilitates the given reaction. (1) Reactant: [CH3:1][C:2]1[CH:3]=[CH:4][C:5]([C:8]23[CH2:13][NH:12][CH2:11][CH:10]2[CH2:9]3)=[CH:6][CH:7]=1.C(N(CC)CC)C.[F:21][C:22]([F:33])([F:32])[CH2:23]OS(C(Cl)(Cl)Cl)(=O)=O. Product: [C:2]1([CH3:1])[CH:7]=[CH:6][C:5]([C:8]23[CH2:9][CH:10]2[CH2:11][N:12]([CH2:23][C:22]([F:33])([F:32])[F:21])[CH2:13]3)=[CH:4][CH:3]=1. The catalyst class is: 11. (2) Reactant: [CH3:1][O:2][C:3]1[CH:8]=[CH:7][C:6]([C:9]2[CH:17]=[CH:16][CH:15]=[C:14]3[C:10]=2[CH2:11][C:12](=[O:18])[NH:13]3)=[CH:5][CH:4]=1.[N:19]1([CH2:24][CH2:25][NH:26][C:27]([C:29]2[CH:33]=[C:32]([CH3:34])[NH:31][C:30]=2[CH:35]=O)=[O:28])[CH:23]=[CH:22][N:21]=[N:20]1. Product: [N:19]1([CH2:24][CH2:25][NH:26][C:27]([C:29]2[CH:33]=[C:32]([CH3:34])[NH:31][C:30]=2[CH:35]=[C:11]2[C:10]3[C:14](=[CH:15][CH:16]=[CH:17][C:9]=3[C:6]3[CH:7]=[CH:8][C:3]([O:2][CH3:1])=[CH:4][CH:5]=3)[NH:13][C:12]2=[O:18])=[O:28])[CH:23]=[CH:22][N:21]=[N:20]1. The catalyst class is: 360. (3) Reactant: [Cl:1][C:2]1[N:7]=[N:6][C:5]([CH2:8][CH2:9][CH:10]=O)=[CH:4][CH:3]=1.[C:12](=O)([O-])[O-].[K+].[K+].[N+](=C(P(=O)(OC)OC)C(=O)C)=[N-].C(OCC)(=O)C. Product: [CH2:8]([C:5]1[N:6]=[N:7][C:2]([Cl:1])=[CH:3][CH:4]=1)[CH2:9][C:10]#[CH:12]. The catalyst class is: 5. (4) Reactant: [H-].[Na+].[Br:3][C:4]1[CH:5]=[C:6]([NH:11][C:12](=[O:17])[CH2:13][CH2:14][CH2:15]Cl)[CH:7]=[CH:8][C:9]=1[F:10]. Product: [Br:3][C:4]1[CH:5]=[C:6]([N:11]2[CH2:15][CH2:14][CH2:13][C:12]2=[O:17])[CH:7]=[CH:8][C:9]=1[F:10]. The catalyst class is: 1.